This data is from Reaction yield outcomes from USPTO patents with 853,638 reactions. The task is: Predict the reaction yield, written as a fraction of the theoretical maximum amount of product (1.0 means a 100% yield; for example, 0.34 means a 34% yield). (1) The reactants are [Cl:1][C:2]1[CH:3]=[C:4]([CH:9]([N:15]2[N:19]=[N:18][CH:17]=[N:16]2)[CH2:10][CH2:11][N:12](C)[CH3:13])[CH:5]=[CH:6][C:7]=1[Cl:8].C(OC(Cl)=O)C.C([O-])(O)=O.[Na+].[OH-].[K+]. The catalyst is C(Cl)(Cl)Cl.O.C(OCC)(=O)C. The product is [Cl:1][C:2]1[CH:3]=[C:4]([CH:9]([N:15]2[N:19]=[N:18][CH:17]=[N:16]2)[CH2:10][CH2:11][NH:12][CH3:13])[CH:5]=[CH:6][C:7]=1[Cl:8]. The yield is 0.800. (2) No catalyst specified. The yield is 0.790. The reactants are [Cl:1][C:2]1[CH:18]=[CH:17][C:5]([O:6][C:7]2[CH:8]=[CH:9][C:10]([CH2:13][C:14]([OH:16])=[O:15])=[N:11][CH:12]=2)=[CH:4][C:3]=1[C:19]([F:22])([F:21])[F:20].S(=O)(=O)(O)O.[NH4+].[OH-].C(Cl)Cl.[CH2:33](O)[CH3:34]. The product is [Cl:1][C:2]1[CH:18]=[CH:17][C:5]([O:6][C:7]2[CH:8]=[CH:9][C:10]([CH2:13][C:14]([O:16][CH2:33][CH3:34])=[O:15])=[N:11][CH:12]=2)=[CH:4][C:3]=1[C:19]([F:22])([F:20])[F:21]. (3) The yield is 0.560. The catalyst is CC#N. The reactants are F[C:2](F)(F)C([O-])=O.[CH2:8]([C:10]1[CH:15]=[CH:14][CH:13]=[C:12]([CH2:16][CH3:17])[C:11]=1[C:18]1[CH:27]=[C:26]([O:28][CH3:29])[C:25]2[CH:24]([NH:30][C:31]3[C:40]4[C:35](=[CH:36][CH:37]=[CH:38][CH:39]=4)[CH:34]=[CH:33][CH:32]=3)[CH2:23][CH2:22][CH2:21][C:20]=2[N:19]=1)[CH3:9].C=O.C([BH3-])#N.[Na+].C(O)(=O)C. The product is [CH2:8]([C:10]1[CH:15]=[CH:14][CH:13]=[C:12]([CH2:16][CH3:17])[C:11]=1[C:18]1[CH:27]=[C:26]([O:28][CH3:29])[C:25]2[CH:24]([N:30]([CH3:2])[C:31]3[C:40]4[C:35](=[CH:36][CH:37]=[CH:38][CH:39]=4)[CH:34]=[CH:33][CH:32]=3)[CH2:23][CH2:22][CH2:21][C:20]=2[N:19]=1)[CH3:9]. (4) The reactants are [CH3:1][C:2]1[NH:3][CH:4]=[CH:5][C:6]=1[C:7]([O:9][CH2:10][CH3:11])=[O:8].[H-].[Na+].CS(O[CH:19]([CH:21]1[CH2:26][CH2:25][CH2:24][CH2:23][CH2:22]1)[CH3:20])(=O)=O. The catalyst is CN(C=O)C. The product is [CH:21]1([CH:19]([N:3]2[CH:4]=[CH:5][C:6]([C:7]([O:9][CH2:10][CH3:11])=[O:8])=[C:2]2[CH3:1])[CH3:20])[CH2:26][CH2:25][CH2:24][CH2:23][CH2:22]1. The yield is 0.620.